This data is from Catalyst prediction with 721,799 reactions and 888 catalyst types from USPTO. The task is: Predict which catalyst facilitates the given reaction. Reactant: [F:1][C:2]([F:22])([F:21])[C:3]1[CH:20]=[CH:19][CH:18]=[CH:17][C:4]=1[C:5]([NH:7][C:8]1[N:16]=[CH:15][CH:14]=[CH:13][C:9]=1[C:10]([NH2:12])=[O:11])=O.[O-]CC.[K+].S([O-])(O)(=O)=O.[Na+]. Product: [F:1][C:2]([F:22])([F:21])[C:3]1[CH:20]=[CH:19][CH:18]=[CH:17][C:4]=1[C:5]1[NH:12][C:10](=[O:11])[C:9]2[CH:13]=[CH:14][CH:15]=[N:16][C:8]=2[N:7]=1. The catalyst class is: 40.